The task is: Predict the reactants needed to synthesize the given product.. This data is from Full USPTO retrosynthesis dataset with 1.9M reactions from patents (1976-2016). (1) Given the product [Cl:7][C:8]1[CH:16]=[N:15][CH:14]=[CH:13][C:9]=1[C:10]([O:12][CH3:1])=[O:11], predict the reactants needed to synthesize it. The reactants are: [C:1](=O)([O-])[O-].[K+].[K+].[Cl:7][C:8]1[CH:16]=[N:15][CH:14]=[CH:13][C:9]=1[C:10]([OH:12])=[O:11].CI. (2) The reactants are: [F:1][C:2]1[CH:3]=[CH:4][CH:5]=[C:6]2[C:11]=1[N:10]=[CH:9][C:8]([O:12][C:13]1[C:14]([C:19]([CH3:24])([CH3:23])[CH:20]([OH:22])[CH3:21])=[N:15][CH:16]=[CH:17][CH:18]=1)=[CH:7]2.CC(OI1(OC(C)=O)(OC(C)=O)OC(=O)C2C=CC=CC1=2)=O. Given the product [F:1][C:2]1[CH:3]=[CH:4][CH:5]=[C:6]2[C:11]=1[N:10]=[CH:9][C:8]([O:12][C:13]1[C:14]([C:19]([CH3:24])([CH3:23])[C:20](=[O:22])[CH3:21])=[N:15][CH:16]=[CH:17][CH:18]=1)=[CH:7]2, predict the reactants needed to synthesize it. (3) Given the product [NH2:1][C:4]1[CH:13]=[C:12]([O:14][C:15]([F:16])([F:17])[F:18])[CH:11]=[CH:10][C:5]=1[C:6]([O:8][CH3:9])=[O:7], predict the reactants needed to synthesize it. The reactants are: [N+:1]([C:4]1[CH:13]=[C:12]([O:14][C:15]([F:18])([F:17])[F:16])[CH:11]=[CH:10][C:5]=1[C:6]([O:8][CH3:9])=[O:7])([O-])=O.